Dataset: Forward reaction prediction with 1.9M reactions from USPTO patents (1976-2016). Task: Predict the product of the given reaction. Given the reactants Cl[CH2:2][C:3]1[C:4]([S:9][CH2:10][CH2:11][CH3:12])=[N:5][CH:6]=[CH:7][CH:8]=1.C([O:15][C:16](=[O:29])[CH:17]([CH3:28])[CH2:18][C:19]1[CH:24]=[C:23]([F:25])[C:22]([OH:26])=[C:21]([F:27])[CH:20]=1)C, predict the reaction product. The product is: [F:25][C:23]1[CH:24]=[C:19]([CH2:18][CH:17]([CH3:28])[C:16]([OH:29])=[O:15])[CH:20]=[C:21]([F:27])[C:22]=1[O:26][CH2:2][C:3]1[C:4]([S:9][CH2:10][CH2:11][CH3:12])=[N:5][CH:6]=[CH:7][CH:8]=1.